Regression. Given a peptide amino acid sequence and an MHC pseudo amino acid sequence, predict their binding affinity value. This is MHC class II binding data. From a dataset of Peptide-MHC class II binding affinity with 134,281 pairs from IEDB. The peptide sequence is GGSILKISNKYHTKG. The MHC is DRB1_1302 with pseudo-sequence DRB1_1302. The binding affinity (normalized) is 0.532.